From a dataset of Catalyst prediction with 721,799 reactions and 888 catalyst types from USPTO. Predict which catalyst facilitates the given reaction. Reactant: [F:1][C:2]1[N:10]=[CH:9][CH:8]=[CH:7][C:3]=1[C:4](Cl)=[O:5].[NH2:11][C:12]1[CH:21]=[C:20]2[C:15]([C:16]([CH3:24])([CH3:23])[CH2:17][NH:18][C:19]2=[O:22])=[CH:14][CH:13]=1.C([O-])(O)=O.[Na+]. Product: [CH3:23][C:16]1([CH3:24])[C:15]2[C:20](=[CH:21][C:12]([NH:11][C:4](=[O:5])[C:3]3[CH:7]=[CH:8][CH:9]=[N:10][C:2]=3[F:1])=[CH:13][CH:14]=2)[C:19](=[O:22])[NH:18][CH2:17]1. The catalyst class is: 2.